From a dataset of Reaction yield outcomes from USPTO patents with 853,638 reactions. Predict the reaction yield, written as a fraction of the theoretical maximum amount of product (1.0 means a 100% yield; for example, 0.34 means a 34% yield). (1) The reactants are [NH2:1][C:2]1[CH:3]=[C:4]2[C:9](=[CH:10][CH:11]=1)[CH2:8][CH:7]([N:12]([CH2:20][C:21]1[N:26]=[CH:25][C:24]3[O:27][CH2:28][CH2:29][O:30][C:23]=3[CH:22]=1)[C:13](=[O:19])[O:14][C:15]([CH3:18])([CH3:17])[CH3:16])[CH2:6][CH2:5]2.Cl[C:32]1[C:37]([N+:38]([O-:40])=[O:39])=[CH:36][CH:35]=[C:34]([O:41][CH3:42])[N:33]=1.C([O-])(O)=O.[Na+]. The catalyst is CN(C=O)C.O.C(Cl)Cl. The product is [O:30]1[C:23]2[CH:22]=[C:21]([CH2:20][N:12]([CH:7]3[CH2:6][CH2:5][C:4]4[C:9](=[CH:10][CH:11]=[C:2]([NH:1][C:32]5[C:37]([N+:38]([O-:40])=[O:39])=[CH:36][CH:35]=[C:34]([O:41][CH3:42])[N:33]=5)[CH:3]=4)[CH2:8]3)[C:13](=[O:19])[O:14][C:15]([CH3:17])([CH3:18])[CH3:16])[N:26]=[CH:25][C:24]=2[O:27][CH2:28][CH2:29]1. The yield is 0.830. (2) The reactants are [C:1](=[O:8])([O:3][C:4]([CH3:7])([CH3:6])[CH3:5])[NH2:2].[OH-].[Na+].Cl[O:12]C(C)(C)C.CC[C@@H]1[C@@H]2C[C@H]([C@@H](OC3C4C(=CC=CC=4)C(O[C@@H](C4C=CN=C5C=4C=C(OC)C=C5)[C@@H]4N5C[C@H](CC)[C@@H](CC5)C4)=NN=3)C3C=CN=C4C=3C=C(OC)C=C4)N(CC2)C1.[Br:75][C:76]1[CH:77]=[N:78][CH:79]=[C:80](/[CH:82]=[CH:83]/[C:84]2[CH:89]=[C:88]([F:90])[CH:87]=[CH:86][C:85]=2[F:91])[CH:81]=1. The catalyst is C(O)CC.O. The product is [Br:75][C:76]1[CH:81]=[C:80]([C@@H:82]([NH:2][C:1](=[O:8])[O:3][C:4]([CH3:7])([CH3:6])[CH3:5])[C@@H:83]([C:84]2[CH:89]=[C:88]([F:90])[CH:87]=[CH:86][C:85]=2[F:91])[OH:12])[CH:79]=[N:78][CH:77]=1. The yield is 0.451. (3) The reactants are I[CH2:2][C@@H:3]([CH3:16])[CH2:4][N:5]1[C:10]2[CH:11]=[CH:12][CH:13]=[CH:14][C:9]=2[O:8][CH2:7][C:6]1=[O:15].[CH2:17]([CH:21]1[CH2:26][CH2:25][NH:24][CH2:23][CH2:22]1)[CH2:18][CH2:19][CH3:20]. The catalyst is CC#N. The product is [CH2:17]([CH:21]1[CH2:26][CH2:25][N:24]([CH2:2][C@@H:3]([CH3:16])[CH2:4][N:5]2[C:10]3[CH:11]=[CH:12][CH:13]=[CH:14][C:9]=3[O:8][CH2:7][C:6]2=[O:15])[CH2:23][CH2:22]1)[CH2:18][CH2:19][CH3:20]. The yield is 0.790. (4) The reactants are [F:1][C:2]([F:15])([F:14])[CH:3]1[O:8][CH2:7][C:6]([C:9]([O:11][CH2:12][CH3:13])=[O:10])=[CH:5][CH2:4]1. The yield is 0.700. The catalyst is C1COCC1.[OH-].[OH-].[Pd+2]. The product is [F:14][C:2]([F:1])([F:15])[CH:3]1[O:8][CH2:7][CH:6]([C:9]([O:11][CH2:12][CH3:13])=[O:10])[CH2:5][CH2:4]1.